Task: Predict the reaction yield, written as a fraction of the theoretical maximum amount of product (1.0 means a 100% yield; for example, 0.34 means a 34% yield).. Dataset: Reaction yield outcomes from USPTO patents with 853,638 reactions (1) No catalyst specified. The product is [ClH:46].[ClH:46].[C:30]1([C:15]2[C:16]([N:17]3[CH2:18][CH2:19][NH:20][CH2:21][CH2:22]3)=[C:11]3[CH:10]=[N:9][NH:8][C:12]3=[N:13][CH:14]=2)[CH:31]=[CH:32][CH:33]=[CH:34][CH:35]=1. The reactants are COC1C=CC(C[N:8]2[C:12]3=[N:13][CH:14]=[C:15]([C:30]4[CH:35]=[CH:34][CH:33]=[CH:32][CH:31]=4)[C:16]([N:17]4[CH2:22][CH2:21][N:20](C(OC(C)(C)C)=O)[CH2:19][CH2:18]4)=[C:11]3[CH:10]=[N:9]2)=CC=1.C(O)(C(F)(F)F)=O.C(Cl)[Cl:46]. The yield is 0.750. (2) The product is [OH:2][C:3]1[CH:4]=[CH:5][C:6]2[C:18](=[O:19])[C:17]3[C:16]4[N:15]=[CH:14][CH:13]=[CH:12][C:11]=4[O:10][C:9]=3[C:8]([CH3:20])([CH3:21])[C:7]=2[CH:22]=1. The catalyst is O. The yield is 0.540. The reactants are C[O:2][C:3]1[CH:4]=[CH:5][C:6]2[C:18](=[O:19])[C:17]3[C:16]4[N:15]=[CH:14][CH:13]=[CH:12][C:11]=4[O:10][C:9]=3[C:8]([CH3:21])([CH3:20])[C:7]=2[CH:22]=1.Cl.N1C=CC=CC=1.C(=O)(O)[O-].[Na+].